This data is from Catalyst prediction with 721,799 reactions and 888 catalyst types from USPTO. The task is: Predict which catalyst facilitates the given reaction. (1) Reactant: P(Cl)(Cl)([Cl:3])=O.[Cl:6][C:7]1[C:8](=O)[N:9]=[C:10]([CH:20]2[CH2:22][CH2:21]2)[NH:11][C:12]=1[CH:13]([O:17][CH2:18][CH3:19])[O:14][CH2:15][CH3:16].CN(C)C=O.C(=O)([O-])[O-].[Na+].[Na+]. Product: [Cl:3][C:8]1[C:7]([Cl:6])=[C:12]([CH:13]([O:17][CH2:18][CH3:19])[O:14][CH2:15][CH3:16])[N:11]=[C:10]([CH:20]2[CH2:22][CH2:21]2)[N:9]=1. The catalyst class is: 11. (2) Reactant: [CH3:1][C:2]([CH3:27])([CH3:26])[CH2:3][N:4]([CH3:25])[C:5]1[N:10]=[C:9]([NH:11][CH3:12])[N:8]=[C:7]([NH:13][C:14]2[CH:15]=[C:16]([CH:21]=[CH:22][C:23]=2[CH3:24])[C:17]([NH:19][CH3:20])=[O:18])[CH:6]=1.C(=O)(O)[O-].[Na+].[Br:33]Br. Product: [Br:33][C:6]1[C:7]([NH:13][C:14]2[CH:15]=[C:16]([CH:21]=[CH:22][C:23]=2[CH3:24])[C:17]([NH:19][CH3:20])=[O:18])=[N:8][C:9]([NH:11][CH3:12])=[N:10][C:5]=1[N:4]([CH2:3][C:2]([CH3:27])([CH3:26])[CH3:1])[CH3:25]. The catalyst class is: 2. (3) Reactant: [CH2:1]=[CH:2][C:3]1[CH:8]=[CH:7][CH:6]=[CH:5][CH:4]=1.[C:9]([O:13][CH2:14][CH2:15][CH2:16][CH3:17])(=[O:12])[CH:10]=[CH2:11].C(S)CCCCCCCCCCC. Product: [CH2:1]=[CH:2][C:3]1[CH:8]=[CH:7][CH:6]=[CH:5][CH:4]=1.[C:9]([O:13][CH2:14][CH2:15][CH2:16][CH3:17])(=[O:12])[CH:10]=[CH2:11]. The catalyst class is: 6. (4) Reactant: [O:1]=[C:2]1[NH:6][C:5](=[O:7])[C:4](=[CH:8][C:9]2[CH:33]=[CH:32][C:12]([O:13][C:14]3[CH:19]=[CH:18][C:17]([C:20](=[CH:24][C:25]4[CH:30]=[CH:29][C:28]([CH3:31])=[CH:27][CH:26]=4)[C:21]([OH:23])=[O:22])=[CH:16][CH:15]=3)=[CH:11][CH:10]=2)[S:3]1.C([O-])=O.[NH4+]. Product: [O:1]=[C:2]1[NH:6][C:5](=[O:7])[CH:4]([CH2:8][C:9]2[CH:10]=[CH:11][C:12]([O:13][C:14]3[CH:15]=[CH:16][C:17]([C:20](=[CH:24][C:25]4[CH:26]=[CH:27][C:28]([CH3:31])=[CH:29][CH:30]=4)[C:21]([OH:23])=[O:22])=[CH:18][CH:19]=3)=[CH:32][CH:33]=2)[S:3]1. The catalyst class is: 285. (5) Reactant: CC([O-])=O.CC([O-])=O.[Pd+2:9].[CH:10]1([P:16]([CH:33]2[CH2:38][CH2:37][CH2:36][CH2:35][CH2:34]2)[C:17]2[CH:22]=[CH:21][CH:20]=[CH:19][C:18]=2[C:23]2[C:28]([O:29][CH3:30])=[CH:27][CH:26]=[CH:25][C:24]=2[O:31][CH3:32])[CH2:15][CH2:14][CH2:13][CH2:12][CH2:11]1. Product: [CH:33]1([P:16]([CH:10]2[CH2:11][CH2:12][CH2:13][CH2:14][CH2:15]2)[C:17]2[CH:22]=[CH:21][CH:20]=[CH:19][C:18]=2[C:23]2[C:28]([O:29][CH3:30])=[CH:27][CH:26]=[CH:25][C:24]=2[O:31][CH3:32])[CH2:38][CH2:37][CH2:36][CH2:35][CH2:34]1.[Pd:9]. The catalyst class is: 11. (6) Reactant: O.NN.[CH:4]1([O:10][N:11]2C(=O)C3C(=CC=CC=3)C2=O)[CH2:9][CH2:8][CH2:7][CH2:6][CH2:5]1.C(Cl)[Cl:23]. Product: [ClH:23].[CH:4]1([O:10][NH2:11])[CH2:9][CH2:8][CH2:7][CH2:6][CH2:5]1. The catalyst class is: 5. (7) The catalyst class is: 57. Reactant: Br[C:2]1[CH:3]=[CH:4][C:5]([CH2:10][CH3:11])=[C:6]([CH:9]=1)[CH:7]=[O:8].[Cl:12][C:13]1[CH:18]=[C:17]([Cl:19])[CH:16]=[CH:15][C:14]=1B(O)O.C(=O)([O-])[O-].[Na+].[Na+]. Product: [Cl:12][C:13]1[CH:18]=[C:17]([Cl:19])[CH:16]=[CH:15][C:14]=1[C:2]1[CH:3]=[CH:4][C:5]([CH2:10][CH3:11])=[C:6]([CH:7]=[O:8])[CH:9]=1. (8) Product: [CH:1]1[C:10]2[C:5](=[CH:6][CH:7]=[CH:8][CH:9]=2)[CH:4]=[CH:3][C:2]=1[C:11]1[CH:16]=[CH:15][N:14]=[C:13]([N:17]2[CH2:21][CH2:20][C@H:19]([NH2:22])[CH2:18]2)[N:12]=1. The catalyst class is: 1. Reactant: [CH:1]1[C:10]2[C:5](=[CH:6][CH:7]=[CH:8][CH:9]=2)[CH:4]=[CH:3][C:2]=1[C:11]1[CH:16]=[CH:15][N:14]=[C:13]([N:17]2[CH2:21][CH2:20][C@H:19]([NH:22]CC(F)(F)F)[CH2:18]2)[N:12]=1.B.